This data is from Reaction yield outcomes from USPTO patents with 853,638 reactions. The task is: Predict the reaction yield, written as a fraction of the theoretical maximum amount of product (1.0 means a 100% yield; for example, 0.34 means a 34% yield). (1) The reactants are [CH2:1]([N:3]([CH:27]1[CH2:32][CH2:31][C:30](=O)[CH2:29][CH2:28]1)[C:4]1[C:19]2[CH2:18][CH:17]=[CH:16][CH2:15][CH2:14][C:13]3[CH:20]=[C:21]([CH3:25])[NH:22][C:23](=[O:24])[C:12]=3[CH2:11][NH:10][C:9](=[O:26])[C:8]=2[CH:7]=[CH:6][CH:5]=1)[CH3:2].Cl.[F:35][CH:36]1[CH2:39][NH:38][CH2:37]1.CCN(C(C)C)C(C)C.CC(O)=O.[BH-](OC(C)=O)(OC(C)=O)OC(C)=O.[Na+].C([O-])(O)=O.[Na+]. The catalyst is [NH4+].[OH-].C(Cl)Cl.CO.ClCCCl. The product is [CH2:1]([N:3]([C@H:27]1[CH2:32][CH2:31][C@@H:30]([N:38]2[CH2:39][CH:36]([F:35])[CH2:37]2)[CH2:29][CH2:28]1)[C:4]1[C:19]2[CH2:18][CH:17]=[CH:16][CH2:15][CH2:14][C:13]3[CH:20]=[C:21]([CH3:25])[NH:22][C:23](=[O:24])[C:12]=3[CH2:11][NH:10][C:9](=[O:26])[C:8]=2[CH:7]=[CH:6][CH:5]=1)[CH3:2]. The yield is 0.447. (2) The yield is 0.420. No catalyst specified. The reactants are [Br:1][C:2]1[CH:11]=[CH:10][C:5]2[S:6][C:7]([CH3:9])=[CH:8][C:4]=2[CH:3]=1.CC(O)=[O:14]. The product is [Br:1][C:2]1[CH:11]=[CH:10][C:5]2[S:6][C:7]([CH:9]=[O:14])=[CH:8][C:4]=2[CH:3]=1. (3) The catalyst is O.CO.COCCOC.C1(C)C=CC=CC=1. The yield is 0.870. The product is [CH2:1]([N:19]1[CH:29]=[CH:28][CH:20]=[CH:22][C:23]1=[O:25])[CH2:2][CH2:3][CH2:4][CH2:5][CH2:6][CH2:7][CH2:8][CH2:9][CH2:10][CH2:11][CH2:12][CH2:13][CH2:14][CH2:15][CH2:16][CH2:17][CH3:18]. The reactants are [CH2:1]([NH2:19])[CH2:2][CH2:3][CH2:4][CH2:5][CH2:6][CH2:7][CH2:8][CH2:9][CH2:10][CH2:11][CH2:12][CH2:13][CH2:14][CH2:15][CH2:16][CH2:17][CH3:18].[C:20]([CH2:22][C:23]([O:25]CC)=O)#N.[C:28](OCC)(=O)[CH2:29]C(C)=O.N1CCCCC1.Cl.